Dataset: NCI-60 drug combinations with 297,098 pairs across 59 cell lines. Task: Regression. Given two drug SMILES strings and cell line genomic features, predict the synergy score measuring deviation from expected non-interaction effect. Drug 1: C1C(C(OC1N2C=NC3=C(N=C(N=C32)Cl)N)CO)O. Drug 2: COC1=NC(=NC2=C1N=CN2C3C(C(C(O3)CO)O)O)N. Cell line: NCI/ADR-RES. Synergy scores: CSS=55.7, Synergy_ZIP=-4.39, Synergy_Bliss=-6.17, Synergy_Loewe=-52.1, Synergy_HSA=-4.98.